This data is from Full USPTO retrosynthesis dataset with 1.9M reactions from patents (1976-2016). The task is: Predict the reactants needed to synthesize the given product. (1) Given the product [CH3:5][C:2](=[CH2:1])[CH2:3][NH:4][S:18]([CH:17]=[CH2:16])(=[O:20])=[O:19], predict the reactants needed to synthesize it. The reactants are: [CH3:1][C:2](=[CH2:5])[CH2:3][NH2:4].C(N(CC)C(C)C)(C)C.Cl[CH2:16][CH2:17][S:18](Cl)(=[O:20])=[O:19]. (2) The reactants are: [Cl-].[Al+3].[Cl-].[Cl-].CC(OC(=O)[NH:10][C@H:11]1[C:20]2[C:15](=[CH:16][CH:17]=[C:18]([Br:21])[CH:19]=2)[N:14]([C:22](=[O:24])[CH3:23])[C@@H:13]([CH3:25])[CH2:12]1)C.C(N(CC)CC)C.CO. Given the product [NH2:10][C@H:11]1[C:20]2[C:15](=[CH:16][CH:17]=[C:18]([Br:21])[CH:19]=2)[N:14]([C:22](=[O:24])[CH3:23])[C@@H:13]([CH3:25])[CH2:12]1, predict the reactants needed to synthesize it.